This data is from Peptide-MHC class I binding affinity with 185,985 pairs from IEDB/IMGT. The task is: Regression. Given a peptide amino acid sequence and an MHC pseudo amino acid sequence, predict their binding affinity value. This is MHC class I binding data. (1) The peptide sequence is GQFNRYAAM. The MHC is HLA-A02:12 with pseudo-sequence HLA-A02:12. The binding affinity (normalized) is 0.328. (2) The peptide sequence is LQAGFFLLTR. The MHC is HLA-A03:01 with pseudo-sequence HLA-A03:01. The binding affinity (normalized) is 0.228. (3) The peptide sequence is GEMCDDTVTY. The MHC is HLA-B44:03 with pseudo-sequence HLA-B44:03. The binding affinity (normalized) is 0.683.